From a dataset of Reaction yield outcomes from USPTO patents with 853,638 reactions. Predict the reaction yield, written as a fraction of the theoretical maximum amount of product (1.0 means a 100% yield; for example, 0.34 means a 34% yield). (1) The reactants are C[O:2][C:3]1[CH:4]=[C:5]([S:11][C:12]2[CH:22]=[CH:21][C:15]3[NH:16][C:17](=[O:20])[CH2:18][O:19][C:14]=3[CH:13]=2)[CH:6]=[CH:7][C:8]=1[O:9]C.B(Br)(Br)Br. The catalyst is C(Cl)Cl. The product is [OH:2][C:3]1[CH:4]=[C:5]([S:11][C:12]2[CH:22]=[CH:21][C:15]3[NH:16][C:17](=[O:20])[CH2:18][O:19][C:14]=3[CH:13]=2)[CH:6]=[CH:7][C:8]=1[OH:9]. The yield is 0.960. (2) The reactants are [CH2:1]([O:3][C:4]([N:6]1[C:14]2[C:9](=[CH:10][CH:11]=[C:12]([Cl:15])[CH:13]=2)/[C:8](=[CH:16]/[C:17]2[CH:22]=[CH:21][C:20]([Cl:23])=[CH:19][CH:18]=2)/[C:7]1=[O:24])=[O:5])[CH3:2].[F:25][C:26]1[CH:27]=[C:28]([CH:32]=[N:33][C:34]([O:36][Si](C)(C)C)=[CH2:35])[CH:29]=[CH:30][CH:31]=1. The catalyst is C1(C)C=CC=CC=1. The product is [CH2:1]([O:3][C:4]([N:6]1[C:14]2[C:9](=[CH:10][CH:11]=[C:12]([Cl:15])[CH:13]=2)[C:8]2([CH:16]([C:17]3[CH:18]=[CH:19][C:20]([Cl:23])=[CH:21][CH:22]=3)[CH2:35][C:34](=[O:36])[NH:33][CH:32]2[C:28]2[CH:29]=[CH:30][CH:31]=[C:26]([F:25])[CH:27]=2)[C:7]1=[O:24])=[O:5])[CH3:2]. The yield is 0.776. (3) The reactants are [CH3:1][C:2]1[NH:7][C:6](=[O:8])[C:5]([C:9]#[N:10])=[C:4]([CH2:11][CH2:12][CH3:13])[CH:3]=1. The catalyst is CO.N.[Ni]. The product is [NH2:10][CH2:9][C:5]1[C:6](=[O:8])[NH:7][C:2]([CH3:1])=[CH:3][C:4]=1[CH2:11][CH2:12][CH3:13]. The yield is 0.920. (4) The reactants are [CH3:1][C:2]1[CH:3]=[CH:4][CH:5]=[C:6]2[C:11]=1[C:10](=[O:12])[N:9]([C:13]1[CH:18]=[CH:17][CH:16]=[CH:15][C:14]=1[CH3:19])[C:8]([CH2:20][NH:21][CH3:22])=[CH:7]2.Cl[C:24]1[N:32]=[CH:31][N:30]=[C:29]2[C:25]=1[N:26]=[CH:27][N:28]2[CH:33]1[CH2:38][CH2:37][CH2:36][CH2:35][O:34]1. The catalyst is CCO. The product is [CH3:1][C:2]1[CH:3]=[CH:4][CH:5]=[C:6]2[C:11]=1[C:10](=[O:12])[N:9]([C:13]1[CH:18]=[CH:17][CH:16]=[CH:15][C:14]=1[CH3:19])[C:8]([CH2:20][N:21]([CH3:22])[C:24]1[N:32]=[CH:31][N:30]=[C:29]3[C:25]=1[N:26]=[CH:27][N:28]3[CH:33]1[CH2:38][CH2:37][CH2:36][CH2:35][O:34]1)=[CH:7]2. The yield is 0.510. (5) The reactants are [CH:1]([NH:4][C:5]1[C:10]2[C:11]([C:23]3[CH:24]=[C:25]([CH:29]=[CH:30][N:31]=3)[C:26]([OH:28])=O)=[N:12][N:13](CC3C=CC(OC)=CC=3)[C:9]=2[CH:8]=[CH:7][N:6]=1)([CH3:3])[CH3:2].[CH:32]([NH:35][C:36]1C2C(C3C=C(C=CN=3)C(OC)=O)=NN(CC3C=CC(OC)=CC=3)C=2C=CN=1)(C)C.[Li+].[OH-].O. The catalyst is C1COCC1.C. The product is [CH:1]([NH:4][C:5]1[C:10]2[C:11]([C:23]3[CH:24]=[C:25]([CH:29]=[CH:30][N:31]=3)[C:26]([N:35]([CH3:36])[CH3:32])=[O:28])=[N:12][NH:13][C:9]=2[CH:8]=[CH:7][N:6]=1)([CH3:3])[CH3:2]. The yield is 0.940. (6) The catalyst is O1CCCC1. The product is [Br:7][C:8]1[CH:17]=[CH:16][C:15]([O:18][CH3:19])=[CH:14][C:9]=1[CH2:10][OH:11]. The yield is 0.949. The reactants are [H-].[Al+3].[Li+].[H-].[H-].[H-].[Br:7][C:8]1[CH:17]=[CH:16][C:15]([O:18][CH3:19])=[CH:14][C:9]=1[C:10](OC)=[O:11].O.O.O.O.O.O.O.O.O.O.S([O-])([O-])(=O)=O.[Na+].[Na+].[F-].[K+].